This data is from Experimentally validated miRNA-target interactions with 360,000+ pairs, plus equal number of negative samples. The task is: Binary Classification. Given a miRNA mature sequence and a target amino acid sequence, predict their likelihood of interaction. (1) The miRNA is hsa-miR-1181 with sequence CCGUCGCCGCCACCCGAGCCG. The protein sequence of the target gene is MALVTLQRSPTPSAASSSASNSELEAGSDEERKLNLSLSESFFMVKGAALFLQQGNSPQGQRSLQHPHKHAGDLPQHLQVMINLLRCEDRIKLAVRLESVWTDRVRYMVVVYTSGRQDTEENILLGVDFSSKESKSCTIGMVLRLWSDTKIHLDGDGGFSVSTAGRMHIFKPVSVQAMWSALQVLHKACEVARRHNYFPGGVALIWATYYESCISSEQSCINEWNAMQDLESTRPDSPALFVDKPTEGERTERLIKAKLRSIMMSQDLENVTSKEIRNELEKQMNCNLKEFKEFIDNEML.... Result: 0 (no interaction). (2) The miRNA is hsa-miR-1287-5p with sequence UGCUGGAUCAGUGGUUCGAGUC. The protein sequence of the target gene is MARPDDEVGPAVAPGHPLGKGYLPVPKGAPDGEARLVPQNGPEALNGGPGLGPLIAGAQGGPQALIAAEEETQARLLPAGDGEDVPCPACPPRTALSPRRFVVLLIFSLYSLVNAFQWIQYSSISNVFEDFYEVSPLHINWLSMVYMVAYVPLIFPATWLLDTRGLRLTALLGSGLNCLGAWVKCGSVQRHLFWVTMLGQILCSVAQVFILGLPSPVASVWFGPKEVSTACATAVLGNQLGTAVGFLLPPVLVPALGTQNSTGLLAHTQNNTDLLAHNINTMFYGTAFISTFLFFLTIIA.... Result: 0 (no interaction). (3) The miRNA is hsa-miR-140-3p with sequence UACCACAGGGUAGAACCACGG. The protein sequence of the target gene is MLRRLDKIRFRGHKRDDFLDLAESPNASDTECSDEIPLKVPRTSPRDSEELRDPAGPGTLIMATGVQDFNRTEFDRLNEIKGHLEIALLEKHFLQEELRKLREETNAEMLRQELDRERQRRMELEQKVQEVLKARTEEQMAQQPPKGQAQASNGAERRSQGLSSRLQKWFYERFGEYVEDFRFQPEENTVETEEPLSARRLTENMRRLKRGAKPVTNFVKNLSALSDWYSVYTSAIAFTVYMNAVWHGWAIPLFLFLAILRLSLNYLIARGWRIQWSIVPEVSEPVEPPKEDLTVSEKFQ.... Result: 1 (interaction).